Task: Predict the product of the given reaction.. Dataset: Forward reaction prediction with 1.9M reactions from USPTO patents (1976-2016) (1) The product is: [C:29]([C:26]1[CH:25]=[CH:24][C:23]([S:20]([N:7]2[C:6]3[CH:33]=[C:2]([C:41](=[O:42])[C:40]([F:51])([F:50])[F:39])[CH:3]=[CH:4][C:5]=3[NH:11][C:10]3[N:12]=[C:13]([C:16]([F:17])([F:18])[F:19])[CH:14]=[CH:15][C:9]=3[CH2:8]2)(=[O:22])=[O:21])=[CH:28][CH:27]=1)([CH3:30])([CH3:32])[CH3:31]. Given the reactants Br[C:2]1[CH:3]=[CH:4][C:5]2[NH:11][C:10]3[N:12]=[C:13]([C:16]([F:19])([F:18])[F:17])[CH:14]=[CH:15][C:9]=3[CH2:8][N:7]([S:20]([C:23]3[CH:28]=[CH:27][C:26]([C:29]([CH3:32])([CH3:31])[CH3:30])=[CH:25][CH:24]=3)(=[O:22])=[O:21])[C:6]=2[CH:33]=1.[Li]C(C)(C)C.[F:39][C:40]([F:51])([F:50])[C:41](O[C:41](=[O:42])[C:40]([F:51])([F:50])[F:39])=[O:42], predict the reaction product. (2) Given the reactants [Cl:1][C:2]1[CH:10]=[CH:9][CH:8]=[C:7]2[C:3]=1[CH:4]=[CH:5][N:6]2[C@@H:11]1[O:28][C@H:27]([CH2:29][O:30][C:31](=[O:33])[CH3:32])[C@@H:22]([O:23][C:24](=[O:26])[CH3:25])[C@H:17]([O:18][C:19](=[O:21])[CH3:20])[C@H:12]1[O:13][C:14](=[O:16])[CH3:15].[I:34][C:35]1[CH:43]=[CH:42][C:38]([C:39](Cl)=[O:40])=[CH:37][CH:36]=1, predict the reaction product. The product is: [I:34][C:35]1[CH:43]=[CH:42][C:38]([C:39]([C:4]2[C:3]3[C:7](=[CH:8][CH:9]=[CH:10][C:2]=3[Cl:1])[N:6]([C@@H:11]3[O:28][C@H:27]([CH2:29][O:30][C:31](=[O:33])[CH3:32])[C@@H:22]([O:23][C:24](=[O:26])[CH3:25])[C@H:17]([O:18][C:19](=[O:21])[CH3:20])[C@H:12]3[O:13][C:14](=[O:16])[CH3:15])[CH:5]=2)=[O:40])=[CH:37][CH:36]=1. (3) Given the reactants [CH3:1][C:2]1[CH:7]=[CH:6][C:5]([S:8]([O:11][CH2:12][CH:13]([O:16][C:17]2[C:26]3[C:21](=[CH:22][CH:23]=[CH:24][CH:25]=3)[CH:20]=[CH:19][C:18]=2C=C)[CH:14]=[CH2:15])(=[O:10])=[O:9])=[CH:4][CH:3]=1, predict the reaction product. The product is: [CH3:1][C:2]1[CH:3]=[CH:4][C:5]([S:8]([O:11][CH2:12][CH:13]2[CH:14]=[CH:15][C:18]3[C:17](=[C:26]4[CH:25]=[CH:24][CH:23]=[CH:22][C:21]4=[CH:20][CH:19]=3)[O:16]2)(=[O:10])=[O:9])=[CH:6][CH:7]=1. (4) Given the reactants [C:1]([NH:4][C:5]1[N:9]([CH2:10][C:11]([O:13][CH2:14][CH3:15])=[O:12])[N:8]=[C:7]([C:16]2[CH:21]=[CH:20][CH:19]=[CH:18][CH:17]=2)[C:6]=1I)(=[O:3])[CH3:2].[C:23]1([C:29]#[CH:30])[CH:28]=[CH:27][CH:26]=[CH:25][CH:24]=1.C(N(CC)CC)C, predict the reaction product. The product is: [C:1]([NH:4][C:5]1[N:9]([CH2:10][C:11]([O:13][CH2:14][CH3:15])=[O:12])[N:8]=[C:7]([C:16]2[CH:21]=[CH:20][CH:19]=[CH:18][CH:17]=2)[C:6]=1[C:30]#[C:29][C:23]1[CH:28]=[CH:27][CH:26]=[CH:25][CH:24]=1)(=[O:3])[CH3:2]. (5) Given the reactants [C:1]1([S:7]([N:10]2[C:14]3=[N:15][CH:16]=[C:17]([Cl:19])[CH:18]=[C:13]3[C:12](I)=[CH:11]2)(=[O:9])=[O:8])[CH:6]=[CH:5][CH:4]=[CH:3][CH:2]=1.C([Mg]Cl)(C)C.[CH3:26][S:27][C:28]1[N:33]=[CH:32][C:31]([CH:34]=[O:35])=[CH:30][N:29]=1.[Cl-].[NH4+], predict the reaction product. The product is: [C:1]1([S:7]([N:10]2[C:14]3=[N:15][CH:16]=[C:17]([Cl:19])[CH:18]=[C:13]3[C:12]([CH:34]([C:31]3[CH:30]=[N:29][C:28]([S:27][CH3:26])=[N:33][CH:32]=3)[OH:35])=[CH:11]2)(=[O:9])=[O:8])[CH:6]=[CH:5][CH:4]=[CH:3][CH:2]=1. (6) Given the reactants Cl.[NH2:2][C:3]1([C:6]2[NH:7][C:8]([C:14]3[CH:23]=[CH:22][CH:21]=[C:20]4[C:15]=3[N:16]=[C:17]([NH:25][CH2:26][C:27]([F:30])([F:29])[F:28])[C:18]([CH3:24])=[N:19]4)=[CH:9][C:10]=2[C:11](O)=[O:12])[CH2:5][CH2:4]1.C(Cl)Cl.CCN(C(C)C)C(C)C.F[P-](F)(F)(F)(F)F.N1(O[P+](N2CCCC2)(N2CCCC2)N2CCCC2)C2C=CC=CC=2N=N1, predict the reaction product. The product is: [CH3:24][C:18]1[C:17]([NH:25][CH2:26][C:27]([F:29])([F:30])[F:28])=[N:16][C:15]2[C:20](=[CH:21][CH:22]=[CH:23][C:14]=2[C:8]2[NH:7][C:6]3[C:3]4([CH2:5][CH2:4]4)[NH:2][C:11](=[O:12])[C:10]=3[CH:9]=2)[N:19]=1. (7) Given the reactants C(Cl)CCl.[N:5]1[CH:10]=[CH:9][CH:8]=[C:7](/[CH:11]=[CH:12]/[C:13]([OH:15])=O)[CH:6]=1.[CH3:16][N:17]1[C:25]2[C:20](=[CH:21][CH:22]=[CH:23][CH:24]=2)[CH:19]=[C:18]1[CH2:26][NH:27][CH3:28].C1C=CC2N(O)N=NC=2C=1.O, predict the reaction product. The product is: [CH3:28][N:27]([CH2:26][C:18]1[N:17]([CH3:16])[C:25]2[C:20]([CH:19]=1)=[CH:21][CH:22]=[CH:23][CH:24]=2)[C:13](=[O:15])/[CH:12]=[CH:11]/[C:7]1[CH:6]=[N:5][CH:10]=[CH:9][CH:8]=1.